Task: Predict the reactants needed to synthesize the given product.. Dataset: Full USPTO retrosynthesis dataset with 1.9M reactions from patents (1976-2016) (1) Given the product [ClH:31].[CH:1]1([C:4]2[C:5]3[C:9]([CH:10]=[CH:11][CH:12]=2)=[N:8][N:7]2[C:13]([CH:18]4[CH2:23][CH2:22][NH:21][CH2:20][CH2:19]4)=[CH:14][C:15](=[O:17])[NH:16][C:6]=32)[CH2:2][CH2:3]1, predict the reactants needed to synthesize it. The reactants are: [CH:1]1([C:4]2[C:5]3[C:9]([CH:10]=[CH:11][CH:12]=2)=[N:8][N:7]2[C:13]([CH:18]4[CH2:23][CH2:22][N:21](C(OC(C)(C)C)=O)[CH2:20][CH2:19]4)=[CH:14][C:15](=[O:17])[NH:16][C:6]=32)[CH2:3][CH2:2]1.[ClH:31]. (2) Given the product [O:6]=[C:7]1[CH2:16][CH2:15][C:14]2[C:9](=[CH:10][C:11]([C:17]([OH:19])=[O:18])=[CH:12][CH:13]=2)[N:8]1[C:21]1[CH:22]=[CH:23][CH:24]=[CH:25][CH:26]=1, predict the reactants needed to synthesize it. The reactants are: C1COCC1.[O:6]=[C:7]1[CH2:16][CH2:15][C:14]2[C:9](=[CH:10][C:11]([C:17]([O:19]C)=[O:18])=[CH:12][CH:13]=2)[N:8]1[C:21]1[CH:26]=[CH:25][CH:24]=[CH:23][CH:22]=1.[OH-].[Na+]. (3) Given the product [CH3:55][N:56]([C@H:57]1[C:66]2[C:61](=[CH:62][CH:63]=[CH:64][CH:65]=2)[CH2:60][CH2:59][CH2:58]1)[C:18]([C@@H:17]1[CH2:16][C:15]2[C:10](=[CH:11][CH:12]=[CH:13][CH:14]=2)[CH2:9][N:8]1[C:6]([O:5][C:1]([CH3:3])([CH3:2])[CH3:4])=[O:7])=[O:19], predict the reactants needed to synthesize it. The reactants are: [C:1]([O:5][C:6]([N:8]1[C@H:17]([C:18](O)=[O:19])[CH2:16][C:15]2[C:10](=[CH:11][CH:12]=[CH:13][CH:14]=2)[CH2:9]1)=[O:7])([CH3:4])([CH3:3])[CH3:2].F[P-](F)(F)(F)(F)F.N1(O[P+](N(C)C)(N(C)C)N(C)C)C2C=CC=CC=2N=N1.CN1CCOCC1.[CH3:55][NH:56][C@H:57]1[C:66]2[C:61](=[CH:62][CH:63]=[CH:64][CH:65]=2)[CH2:60][CH2:59][CH2:58]1. (4) Given the product [CH:41]1[C:42]([C:43]([OH:45])=[O:44])=[CH:46][CH:47]=[C:39]([NH:38][CH2:34][C:28]2[N:29]=[C:30]3[C:31]([NH2:33])=[N:32][C:23]([NH2:22])=[N:24][C:25]3=[N:26][CH:27]=2)[CH:40]=1, predict the reactants needed to synthesize it. The reactants are: C1(P(C2C=CC=CC=2)C2C=CC=CC=2)C=CC=CC=1.BrBr.[NH2:22][C:23]1[N:32]=[C:31]([NH2:33])[C:30]2[C:25](=[N:26][CH:27]=[C:28]([CH2:34]O)[N:29]=2)[N:24]=1.[O-2].[Ba+2].[NH2:38][C:39]1[CH:47]=[CH:46][C:42]([C:43]([OH:45])=[O:44])=[CH:41][CH:40]=1. (5) Given the product [CH3:30][N:31](/[CH:33]=[C:3]1\[C:2](=[O:10])[C:1]2([CH2:14][CH2:13][CH2:12][CH2:11]2)[C:9]2[C:4]\1=[CH:5][CH:6]=[CH:7][CH:8]=2)[CH3:32], predict the reactants needed to synthesize it. The reactants are: [C:1]12([CH2:14][CH2:13][CH2:12][CH2:11]1)[C:9]1[C:4](=[CH:5][CH:6]=[CH:7][CH:8]=1)[CH2:3][C:2]2=[O:10].BrC1C=NC=CC=1/C(=[CH:30]\[N:31]([CH3:33])[CH3:32])/C(C1CCCC1)=O.CC([O-])(C)C.[Na+].C(N1CCN2CCN(CC(C)C)P1N(CC(C)C)CC2)C(C)C. (6) Given the product [C:13]1([CH3:20])[CH:14]=[C:15]([CH3:19])[CH:16]=[C:17]([CH3:18])[C:12]=1[NH:11][C:4]1[C:5]2[S:10][CH:9]=[CH:8][C:6]=2[N:7]=[C:2]([NH:28][C:29]2[CH:36]=[CH:35][C:32]([C:33]#[N:34])=[CH:31][CH:30]=2)[N:3]=1, predict the reactants needed to synthesize it. The reactants are: Cl[C:2]1[N:3]=[C:4]([NH:11][C:12]2[C:17]([CH3:18])=[CH:16][C:15]([CH3:19])=[CH:14][C:13]=2[CH3:20])[C:5]2[S:10][CH:9]=[CH:8][C:6]=2[N:7]=1.C(O)(C(F)(F)F)=O.[NH2:28][C:29]1[CH:36]=[CH:35][C:32]([C:33]#[N:34])=[CH:31][CH:30]=1. (7) Given the product [S:15]1[C:7]2=[N:8][C:9]3[C:14]([C:5]([C:3]([OH:4])=[O:2])=[C:6]2[CH:17]=[CH:16]1)=[CH:13][CH:12]=[CH:11][CH:10]=3, predict the reactants needed to synthesize it. The reactants are: C[O:2][C:3]([C:5]1[C:14]2[C:9](=[CH:10][CH:11]=[CH:12][CH:13]=2)[N:8]=[C:7]2[S:15][CH:16]=[CH:17][C:6]=12)=[O:4].[OH-].[Na+].Cl.